This data is from Buchwald-Hartwig C-N cross coupling reaction yields with 55,370 reactions. The task is: Predict the reaction yield, written as a fraction of the theoretical maximum amount of product (1.0 means a 100% yield; for example, 0.34 means a 34% yield). (1) The reactants are FC(F)(F)c1ccc(I)cc1.Cc1ccc(N)cc1.O=S(=O)(O[Pd]1c2ccccc2-c2ccccc2N~1)C(F)(F)F.CC(C)c1cc(C(C)C)c(-c2ccccc2P(C2CCCCC2)C2CCCCC2)c(C(C)C)c1.CN1CCCN2CCCN=C12.Cc1ccon1. No catalyst specified. The product is Cc1ccc(Nc2ccc(C(F)(F)F)cc2)cc1. The yield is 0.474. (2) The product is Cc1ccc(Nc2cccnc2)cc1. No catalyst specified. The yield is 0.286. The reactants are Ic1cccnc1.Cc1ccc(N)cc1.O=S(=O)(O[Pd]1c2ccccc2-c2ccccc2N~1)C(F)(F)F.CC(C)c1cc(C(C)C)c(-c2ccccc2P(C(C)(C)C)C(C)(C)C)c(C(C)C)c1.CCN=P(N=P(N(C)C)(N(C)C)N(C)C)(N(C)C)N(C)C.c1ccc(-c2ccno2)cc1. (3) The reactants are CCc1ccc(I)cc1.Cc1ccc(N)cc1.O=S(=O)(O[Pd]1c2ccccc2-c2ccccc2N~1)C(F)(F)F.COc1ccc(OC)c(P([C@]23C[C@H]4C[C@H](C[C@H](C4)C2)C3)[C@]23C[C@H]4C[C@H](C[C@H](C4)C2)C3)c1-c1c(C(C)C)cc(C(C)C)cc1C(C)C.CN(C)C(=NC(C)(C)C)N(C)C.CCOC(=O)c1ccon1. No catalyst specified. The product is CCc1ccc(Nc2ccc(C)cc2)cc1. The yield is 0.582. (4) The reactants are CCc1ccc(Cl)cc1.Cc1ccc(N)cc1.O=S(=O)(O[Pd]1c2ccccc2-c2ccccc2N~1)C(F)(F)F.COc1ccc(OC)c(P([C@]23C[C@H]4C[C@H](C[C@H](C4)C2)C3)[C@]23C[C@H]4C[C@H](C[C@H](C4)C2)C3)c1-c1c(C(C)C)cc(C(C)C)cc1C(C)C.CN1CCCN2CCCN=C12.CCOC(=O)c1cc(OC)no1. No catalyst specified. The product is CCc1ccc(Nc2ccc(C)cc2)cc1. The yield is 0.00665. (5) The reactants are COc1ccc(Br)cc1.Cc1ccc(N)cc1.O=S(=O)(O[Pd]1c2ccccc2-c2ccccc2N~1)C(F)(F)F.CC(C)c1cc(C(C)C)c(-c2ccccc2P(C2CCCCC2)C2CCCCC2)c(C(C)C)c1.CN(C)C(=NC(C)(C)C)N(C)C.c1ccc(-c2ccno2)cc1. No catalyst specified. The product is COc1ccc(Nc2ccc(C)cc2)cc1. The yield is 0.0387. (6) The reactants are Brc1ccccn1.Cc1ccc(N)cc1.O=S(=O)(O[Pd]1c2ccccc2-c2ccccc2N~1)C(F)(F)F.COc1ccc(OC)c(P([C@]23C[C@H]4C[C@H](C[C@H](C4)C2)C3)[C@]23C[C@H]4C[C@H](C[C@H](C4)C2)C3)c1-c1c(C(C)C)cc(C(C)C)cc1C(C)C.CN1CCCN2CCCN=C12.Cc1ccno1. No catalyst specified. The product is Cc1ccc(Nc2ccccn2)cc1. The yield is 0.826. (7) The reactants are CCc1ccc(Cl)cc1.Cc1ccc(N)cc1.O=S(=O)(O[Pd]1c2ccccc2-c2ccccc2N~1)C(F)(F)F.COc1ccc(OC)c(P(C(C)(C)C)C(C)(C)C)c1-c1c(C(C)C)cc(C(C)C)cc1C(C)C.CCN=P(N=P(N(C)C)(N(C)C)N(C)C)(N(C)C)N(C)C.COC(=O)c1cc(-c2cccs2)on1. No catalyst specified. The product is CCc1ccc(Nc2ccc(C)cc2)cc1. The yield is 0.0576. (8) The reactants are Ic1cccnc1.Cc1ccc(N)cc1.O=S(=O)(O[Pd]1c2ccccc2-c2ccccc2N~1)C(F)(F)F.CC(C)c1cc(C(C)C)c(-c2ccccc2P(C(C)(C)C)C(C)(C)C)c(C(C)C)c1.CN(C)C(=NC(C)(C)C)N(C)C.Cc1cc(-c2ccccc2)on1. No catalyst specified. The product is Cc1ccc(Nc2cccnc2)cc1. The yield is 0.673. (9) The reactants are CCc1ccc(I)cc1.Cc1ccc(N)cc1.O=S(=O)(O[Pd]1c2ccccc2-c2ccccc2N~1)C(F)(F)F.COc1ccc(OC)c(P([C@]23C[C@H]4C[C@H](C[C@H](C4)C2)C3)[C@]23C[C@H]4C[C@H](C[C@H](C4)C2)C3)c1-c1c(C(C)C)cc(C(C)C)cc1C(C)C.CCN=P(N=P(N(C)C)(N(C)C)N(C)C)(N(C)C)N(C)C.CCOC(=O)c1cc(C)on1. No catalyst specified. The product is CCc1ccc(Nc2ccc(C)cc2)cc1. The yield is 0.713. (10) The reactants are Clc1cccnc1.Cc1ccc(N)cc1.O=S(=O)(O[Pd]1c2ccccc2-c2ccccc2N~1)C(F)(F)F.CC(C)c1cc(C(C)C)c(-c2ccccc2P(C(C)(C)C)C(C)(C)C)c(C(C)C)c1.CCN=P(N=P(N(C)C)(N(C)C)N(C)C)(N(C)C)N(C)C.Cc1ccon1. No catalyst specified. The product is Cc1ccc(Nc2cccnc2)cc1. The yield is 0.204.